This data is from Full USPTO retrosynthesis dataset with 1.9M reactions from patents (1976-2016). The task is: Predict the reactants needed to synthesize the given product. (1) Given the product [CH2:24]([O:23][C:21]([C:18]1[CH:19]=[CH:20][C:15]2[N:14]([CH:11]3[CH2:12][CH2:13][N:8]([C:6]([O:5][C:1]([CH3:4])([CH3:3])[CH3:2])=[O:7])[CH2:9][CH2:10]3)[C:38](=[O:40])[NH:27][C:16]=2[CH:17]=1)=[O:22])[CH:25]=[CH2:26], predict the reactants needed to synthesize it. The reactants are: [C:1]([O:5][C:6]([N:8]1[CH2:13][CH2:12][CH:11]([NH:14][C:15]2[CH:20]=[CH:19][C:18]([C:21]([O:23][CH2:24][CH:25]=[CH2:26])=[O:22])=[CH:17][C:16]=2[NH2:27])[CH2:10][CH2:9]1)=[O:7])([CH3:4])([CH3:3])[CH3:2].C(N(C(C)C)C(C)C)C.Cl[C:38](Cl)([O:40]C(=O)OC(Cl)(Cl)Cl)Cl. (2) Given the product [Cl:20][C:6]1[CH:5]=[N:4][CH:3]=[C:2]([Cl:1])[C:7]=1[S:8][C:9]1[S:13][C:12]([C:14]([N:25]2[CH2:26][CH2:27][N:22]([CH3:21])[CH2:23][CH2:24]2)=[O:16])=[CH:11][C:10]=1[N+:17]([O-:19])=[O:18], predict the reactants needed to synthesize it. The reactants are: [Cl:1][C:2]1[CH:3]=[N:4][CH:5]=[C:6]([Cl:20])[C:7]=1[S:8][C:9]1[S:13][C:12]([C:14]([OH:16])=O)=[CH:11][C:10]=1[N+:17]([O-:19])=[O:18].[CH3:21][N:22]1[CH2:27][CH2:26][NH:25][CH2:24][CH2:23]1. (3) Given the product [OH:20][CH2:19][CH2:18][CH2:17][CH2:16][CH2:15][CH2:14][CH2:13][CH2:12][O:21][C:2]1[CH:7]=[CH:6][N+:5]([O-:8])=[CH:4][C:3]=1[CH3:9], predict the reactants needed to synthesize it. The reactants are: Cl[C:2]1[CH:7]=[CH:6][N+:5]([O-:8])=[CH:4][C:3]=1[CH3:9].[OH-].[Na+].[CH2:12]([OH:21])[CH2:13][CH2:14][CH2:15][CH2:16][CH2:17][CH2:18][CH2:19][OH:20].Cl. (4) The reactants are: [F:1][C:2]1[CH:7]=[CH:6][CH:5]=[CH:4][C:3]=1[C@H:8]([O:10][C:11](=[O:25])[NH:12][C:13]1[C:14]([CH3:24])=[N:15][O:16][C:17]=1[C:18]1[N:19]=[C:20](Br)[S:21][CH:22]=1)[CH3:9].[CH2:26]([O:28][C:29](=[O:46])[CH2:30][C:31]1[CH:36]=[CH:35][CH:34]=[CH:33][C:32]=1B1OC(C)(C)C(C)(C)O1)[CH3:27]. Given the product [CH2:26]([O:28][C:29](=[O:46])[CH2:30][C:31]1[CH:36]=[CH:35][CH:34]=[CH:33][C:32]=1[C:20]1[S:21][CH:22]=[C:18]([C:17]2[O:16][N:15]=[C:14]([CH3:24])[C:13]=2[NH:12][C:11]([O:10][C@@H:8]([C:3]2[CH:4]=[CH:5][CH:6]=[CH:7][C:2]=2[F:1])[CH3:9])=[O:25])[N:19]=1)[CH3:27], predict the reactants needed to synthesize it. (5) Given the product [CH2:16]1[CH2:1][O:2][C:3]2([CH2:12][CH2:11][CH2:10][C:9]3[C:4]2([CH3:14])[CH2:5][C:6](=[CH:20][OH:21])[C:7](=[O:13])[CH:8]=3)[O:15]1, predict the reactants needed to synthesize it. The reactants are: [CH2:1]1[CH2:16][O:15][C:3]2([CH2:12][CH2:11][CH2:10][C:9]3[C:4]2([CH3:14])[CH2:5][CH2:6][C:7](=[O:13])[CH:8]=3)[O:2]1.C[O-].[Na+].[CH:20](OC)=[O:21]. (6) Given the product [O:1]1[CH:5]=[CH:4][C:3]([C:6]2[C:7]([O:35][CH3:36])=[C:8]([C:13]([CH2:16][S:17]([C:20]3[CH:25]=[CH:24][CH:23]=[CH:22][C:21]=3/[CH:26]=[CH:27]\[CH2:28][N:29]3[CH2:34][CH2:33][CH2:32][CH2:31][CH2:30]3)(=[O:19])=[O:18])=[CH:14][CH:15]=2)[C:9]([OH:11])=[O:10])=[CH:2]1, predict the reactants needed to synthesize it. The reactants are: [O:1]1[CH:5]=[CH:4][C:3]([C:6]2[C:7]([O:35][CH3:36])=[C:8]([C:13]([CH2:16][S:17]([C:20]3[CH:25]=[CH:24][CH:23]=[CH:22][C:21]=3/[CH:26]=[CH:27]\[CH2:28][N:29]3[CH2:34][CH2:33][CH2:32][CH2:31][CH2:30]3)(=[O:19])=[O:18])=[CH:14][CH:15]=2)[C:9]([O:11]C)=[O:10])=[CH:2]1.O.[OH-].[Li+]. (7) Given the product [C:55]([O:53][C:45]1[C:44](=[O:54])[NH:43][C:42]([C:12]2([NH:11][C:9]([O:8][CH2:1][C:2]3[CH:3]=[CH:4][CH:5]=[CH:6][CH:7]=3)=[O:10])[CH2:17][CH2:16][C:15]([CH2:18][O:19][S:20]([C:23]3[CH:24]=[CH:25][C:26]([CH3:27])=[CH:28][CH:29]=3)(=[O:21])=[O:22])([CH2:30][O:31][S:32]([C:35]3[CH:36]=[CH:37][C:38]([CH3:39])=[CH:40][CH:41]=3)(=[O:33])=[O:34])[CH2:14][CH2:13]2)=[N:47][C:46]=1[C:48]([O:50][CH2:51][CH3:52])=[O:49])(=[O:62])[C:56]1[CH:61]=[CH:60][CH:59]=[CH:58][CH:57]=1, predict the reactants needed to synthesize it. The reactants are: [CH2:1]([O:8][C:9]([NH:11][C:12]1([C:42]2[NH:43][C:44](=[O:54])[C:45]([OH:53])=[C:46]([C:48]([O:50][CH2:51][CH3:52])=[O:49])[N:47]=2)[CH2:17][CH2:16][C:15]([CH2:30][O:31][S:32]([C:35]2[CH:41]=[CH:40][C:38]([CH3:39])=[CH:37][CH:36]=2)(=[O:34])=[O:33])([CH2:18][O:19][S:20]([C:23]2[CH:29]=[CH:28][C:26]([CH3:27])=[CH:25][CH:24]=2)(=[O:22])=[O:21])[CH2:14][CH2:13]1)=[O:10])[C:2]1[CH:7]=[CH:6][CH:5]=[CH:4][CH:3]=1.[C:55](O[C:55](=[O:62])[C:56]1[CH:61]=[CH:60][CH:59]=[CH:58][CH:57]=1)(=[O:62])[C:56]1[CH:61]=[CH:60][CH:59]=[CH:58][CH:57]=1.